Predict which catalyst facilitates the given reaction. From a dataset of Catalyst prediction with 721,799 reactions and 888 catalyst types from USPTO. (1) Reactant: [CH3:1][O:2][CH2:3][CH2:4][N:5]1[CH2:15][CH:14]2[CH2:16][CH:7]([C:8]3[C:13]2=[CH:12][C:11]([NH2:17])=[CH:10][CH:9]=3)[CH2:6]1.Cl[C:19]1[N:24]=[C:23]([NH:25][C:26]2[CH:31]=[CH:30][CH:29]=[CH:28][C:27]=2[S:32]([NH:35][CH3:36])(=[O:34])=[O:33])[C:22]([Cl:37])=[CH:21][N:20]=1.Cl.O1CCOCC1.[Na]. Product: [Cl:37][C:22]1[C:23]([NH:25][C:26]2[CH:31]=[CH:30][CH:29]=[CH:28][C:27]=2[S:32]([NH:35][CH3:36])(=[O:34])=[O:33])=[N:24][C:19]([NH:17][C:11]2[CH:12]=[C:13]3[C:8](=[CH:9][CH:10]=2)[CH:7]2[CH2:16][CH:14]3[CH2:15][N:5]([CH2:4][CH2:3][O:2][CH3:1])[CH2:6]2)=[N:20][CH:21]=1. The catalyst class is: 6. (2) Reactant: Cl[C:2]1[C:7]([N+:8]([O-:10])=[O:9])=[C:6]([NH2:11])[CH:5]=[C:4]([Cl:12])[N:3]=1.C([O-])([O-])=O.[K+].[K+].[NH:19]1[CH2:24][CH2:23][O:22][CH2:21][CH2:20]1. Product: [Cl:12][C:4]1[N:3]=[C:2]([N:19]2[CH2:24][CH2:23][O:22][CH2:21][CH2:20]2)[C:7]([N+:8]([O-:10])=[O:9])=[C:6]([NH2:11])[CH:5]=1. The catalyst class is: 18.